Dataset: Forward reaction prediction with 1.9M reactions from USPTO patents (1976-2016). Task: Predict the product of the given reaction. (1) Given the reactants C([O:8][C:9]1[C:10]([O:25][CH3:26])=[CH:11][C:12]2[C:18](=[O:19])[N:17]3[CH2:20][C:21](=[CH2:23])[CH2:22][C@H:16]3[CH:15]=[CH:14][C:13]=2[CH:24]=1)C1C=CC=CC=1, predict the reaction product. The product is: [OH:8][C:9]1[C:10]([O:25][CH3:26])=[CH:11][C:12]2[C:18](=[O:19])[N:17]3[CH2:20][C:21](=[CH2:23])[CH2:22][C@H:16]3[CH:15]=[CH:14][C:13]=2[CH:24]=1. (2) Given the reactants [Cl:1][C:2]1[CH:3]=[C:4]([CH:8]=[CH:9][C:10]=1[CH2:11][CH:12]([CH3:14])[CH3:13])[C:5]([OH:7])=O.ON1C2C=CC=CC=2N=N1.Cl.C(N=C=NCCCN(C)C)C.[Si]([O:44][CH2:45][C:46]1[N:51]=[CH:50][C:49]([C:52](=[N:54]O)[NH2:53])=[CH:48][CH:47]=1)(C(C)(C)C)(C)C.[F-].C([N+](CCCC)(CCCC)CCCC)CCC.O1CCCC1, predict the reaction product. The product is: [Cl:1][C:2]1[CH:3]=[C:4]([C:5]2[O:7][N:54]=[C:52]([C:49]3[CH:48]=[CH:47][C:46]([CH2:45][OH:44])=[N:51][CH:50]=3)[N:53]=2)[CH:8]=[CH:9][C:10]=1[CH2:11][CH:12]([CH3:14])[CH3:13]. (3) Given the reactants C(O[C:6](=[O:23])[NH:7][C@H:8]([CH2:12][C:13](=[O:22])[NH:14][CH2:15][CH2:16][N:17]1[CH2:21][CH2:20][CH2:19][CH2:18]1)[CH:9]([CH3:11])[CH3:10])(C)(C)C.[CH:24]1[CH:25]=[CH:26][C:27]2N(O)N=[N:30][C:28]=2[CH:29]=1.CCN=C=N[CH2:39][CH2:40][CH2:41]N(C)C.[C:45](OC(N[C@@H](C(C)C)CC(O)=O)=O)(C)([CH3:47])[CH3:46].N1(CCN)CCCC1.CN1CCOCC1, predict the reaction product. The product is: [N:17]1([CH2:16][CH2:15][NH:14][C:13](=[O:22])[CH2:12][C@@H:8]([NH:7][C:6]([NH:30][C:28]2[CH:29]=[CH:24][C:25]([C:39]3[CH:40]=[CH:41][CH:47]=[CH:45][CH:46]=3)=[CH:26][CH:27]=2)=[O:23])[CH:9]([CH3:10])[CH3:11])[CH2:18][CH2:19][CH2:20][CH2:21]1.